The task is: Predict the reactants needed to synthesize the given product.. This data is from Full USPTO retrosynthesis dataset with 1.9M reactions from patents (1976-2016). (1) Given the product [F:24][C:2]([F:1])([F:23])[O:3][C:4]1[CH:5]=[CH:6][C:7]2[N:13]3[N:14]=[N:15][C:16]([C:17]([OH:19])=[O:18])=[C:12]3[CH2:11][CH2:10][CH2:9][C:8]=2[CH:22]=1, predict the reactants needed to synthesize it. The reactants are: [F:1][C:2]([F:24])([F:23])[O:3][C:4]1[CH:5]=[CH:6][C:7]2[N:13]3[N:14]=[N:15][C:16]([C:17]([O:19]CC)=[O:18])=[C:12]3[CH2:11][CH2:10][CH2:9][C:8]=2[CH:22]=1.[OH-].[Na+]. (2) Given the product [CH:1]1([O:7][C:8]2[CH:13]=[C:12]([O:14][CH2:15][CH2:16][O:17][CH3:18])[CH:11]=[CH:10][C:9]=2[CH2:19][CH2:20][C:21]([O:23][CH2:24][CH3:25])=[O:22])[CH2:2][CH2:3][CH2:4][CH2:5][CH2:6]1, predict the reactants needed to synthesize it. The reactants are: [CH:1]1([O:7][C:8]2[CH:13]=[C:12]([O:14][CH2:15][CH2:16][O:17][CH3:18])[CH:11]=[CH:10][C:9]=2/[CH:19]=[CH:20]/[C:21]([O:23][CH2:24][CH3:25])=[O:22])[CH2:6][CH2:5][CH2:4][CH2:3][CH2:2]1. (3) Given the product [CH3:43][N:44]([CH3:49])[CH2:45][C:46]([N:25]1[CH2:24][CH2:23][CH:22]([NH:21][C:18]2[CH:19]=[CH:20][C:15]([NH:14][C:12]3[S:13][C:9]([S:8][C:7]4[CH:6]=[CH:5][N:4]=[C:3]([C:28]([NH:30][CH2:31][C:32]([OH:42])([C:36]5[CH:37]=[CH:38][CH:39]=[CH:40][CH:41]=5)[CH2:33][CH2:34][CH3:35])=[O:29])[C:2]=4[F:1])=[CH:10][N:11]=3)=[N:16][CH:17]=2)[CH2:27][CH2:26]1)=[O:47], predict the reactants needed to synthesize it. The reactants are: [F:1][C:2]1[C:3]([C:28]([NH:30][CH2:31][C:32]([OH:42])([C:36]2[CH:41]=[CH:40][CH:39]=[CH:38][CH:37]=2)[CH2:33][CH2:34][CH3:35])=[O:29])=[N:4][CH:5]=[CH:6][C:7]=1[S:8][C:9]1[S:13][C:12]([NH:14][C:15]2[CH:20]=[CH:19][C:18]([NH:21][CH:22]3[CH2:27][CH2:26][NH:25][CH2:24][CH2:23]3)=[CH:17][N:16]=2)=[N:11][CH:10]=1.[CH3:43][N:44]([CH3:49])[CH2:45][C:46](O)=[O:47].CCN=C=NCCCN(C)C.C1C=CC2N(O)N=NC=2C=1.Cl.